From a dataset of Catalyst prediction with 721,799 reactions and 888 catalyst types from USPTO. Predict which catalyst facilitates the given reaction. (1) Reactant: [C:1]([C:4]1[C:5]2[N:6]([CH:33]=[N:34][N:35]=2)[C:7](SC)=[N:8][C:9]=1[NH:10][C:11]1[CH:16]=[CH:15][C:14]([N:17]2[CH2:22][CH2:21][N:20]([C:23]([O:25][C:26]([CH3:29])([CH3:28])[CH3:27])=[O:24])[CH2:19][CH2:18]2)=[CH:13][C:12]=1[F:30])(=[O:3])[NH2:2].[Br-].[Cl:37][C:38]1[CH:45]=[CH:44][CH:43]=[C:42]([Cl:46])[C:39]=1[CH2:40][Zn+].O1CCCC1. Product: [C:1]([C:4]1[C:5]2[N:6]([CH:33]=[N:34][N:35]=2)[C:7]([CH2:40][C:39]2[C:38]([Cl:37])=[CH:45][CH:44]=[CH:43][C:42]=2[Cl:46])=[N:8][C:9]=1[NH:10][C:11]1[CH:16]=[CH:15][C:14]([N:17]2[CH2:22][CH2:21][N:20]([C:23]([O:25][C:26]([CH3:29])([CH3:28])[CH3:27])=[O:24])[CH2:19][CH2:18]2)=[CH:13][C:12]=1[F:30])(=[O:3])[NH2:2]. The catalyst class is: 668. (2) Reactant: [H-].C([Al+]CC(C)C)C(C)C.[Cl:11][C:12]1[N:17]=[C:16]([CH3:18])[N:15]=[C:14]([O:19][CH2:20][CH2:21][O:22][CH:23]2[CH:28]([C:29]3[CH:34]=[CH:33][C:32]([O:35][CH2:36][CH2:37][CH2:38][O:39][CH2:40][C:41]4[CH:46]=[CH:45][CH:44]=[CH:43][C:42]=4[O:47][CH3:48])=[CH:31][CH:30]=3)[CH2:27][CH2:26][N:25]([C:49]([O:51][C:52]([CH3:55])([CH3:54])[CH3:53])=[O:50])[CH2:24]2)[C:13]=1[CH2:56][C:57](OC)=[O:58].CO.Cl. The catalyst class is: 7. Product: [Cl:11][C:12]1[N:17]=[C:16]([CH3:18])[N:15]=[C:14]([O:19][CH2:20][CH2:21][O:22][CH:23]2[CH:28]([C:29]3[CH:30]=[CH:31][C:32]([O:35][CH2:36][CH2:37][CH2:38][O:39][CH2:40][C:41]4[CH:46]=[CH:45][CH:44]=[CH:43][C:42]=4[O:47][CH3:48])=[CH:33][CH:34]=3)[CH2:27][CH2:26][N:25]([C:49]([O:51][C:52]([CH3:55])([CH3:53])[CH3:54])=[O:50])[CH2:24]2)[C:13]=1[CH2:56][CH2:57][OH:58]. (3) Reactant: C1(C)C=CC(S(O)(=O)=O)=CC=1.[C:12]([C:16]1[CH:20]=[C:19]([NH:21][C:22]([NH:24][CH2:25][C:26]2[CH:31]=[CH:30][CH:29]=[CH:28][C:27]=2[CH2:32][O:33][C:34]2[CH:39]=[C:38]([CH3:40])[N:37]([CH2:41][C:42]3[CH:47]=[CH:46][C:45]([O:48][CH3:49])=[CH:44][CH:43]=3)[C:36](=[O:50])[C:35]=2[Cl:51])=[O:23])[N:18]([C:52]2[CH:57]=[CH:56][CH:55]=[C:54]([O:58][CH2:59][CH2:60][O:61]C3CCCCO3)[CH:53]=2)[N:17]=1)([CH3:15])([CH3:14])[CH3:13]. Product: [C:12]([C:16]1[CH:20]=[C:19]([NH:21][C:22]([NH:24][CH2:25][C:26]2[CH:31]=[CH:30][CH:29]=[CH:28][C:27]=2[CH2:32][O:33][C:34]2[CH:39]=[C:38]([CH3:40])[N:37]([CH2:41][C:42]3[CH:43]=[CH:44][C:45]([O:48][CH3:49])=[CH:46][CH:47]=3)[C:36](=[O:50])[C:35]=2[Cl:51])=[O:23])[N:18]([C:52]2[CH:57]=[CH:56][CH:55]=[C:54]([O:58][CH2:59][CH2:60][OH:61])[CH:53]=2)[N:17]=1)([CH3:13])([CH3:14])[CH3:15]. The catalyst class is: 5. (4) Reactant: C[O:2][C:3]([C:5]1[N:6]=[C:7]([NH:10][C:11]([O:13][C:14]([CH3:17])([CH3:16])[CH3:15])=[O:12])[S:8][CH:9]=1)=[O:4].O.O.[OH-].[Li+]. Product: [C:14]([O:13][C:11]([NH:10][C:7]1[S:8][CH:9]=[C:5]([C:3]([OH:4])=[O:2])[N:6]=1)=[O:12])([CH3:17])([CH3:15])[CH3:16]. The catalyst class is: 7. (5) Reactant: [NH:1]1[C:5]2[CH:6]=[CH:7][CH:8]=[CH:9][C:4]=2[N:3]=[C:2]1[CH2:10][CH2:11][CH2:12][N:13]([CH3:36])[CH2:14][CH2:15][C@:16]1([O:30][C:31](=[O:35])[CH:32]([CH3:34])[CH3:33])[CH2:21][C@H:20]2[CH2:22][CH2:23][C@@H:17]1[CH:18]=[C:19]2[C:24]1[CH:29]=[CH:28][CH:27]=[CH:26][CH:25]=1. Product: [NH:1]1[C:5]2[CH:6]=[CH:7][CH:8]=[CH:9][C:4]=2[N:3]=[C:2]1[CH2:10][CH2:11][CH2:12][N:13]([CH3:36])[CH2:14][CH2:15][C@:16]1([O:30][C:31](=[O:35])[CH:32]([CH3:33])[CH3:34])[CH2:21][C@H:20]2[CH2:22][CH2:23][C@@H:17]1[CH2:18][CH:19]2[C:24]1[CH:29]=[CH:28][CH:27]=[CH:26][CH:25]=1. The catalyst class is: 50.